From a dataset of Forward reaction prediction with 1.9M reactions from USPTO patents (1976-2016). Predict the product of the given reaction. (1) Given the reactants [CH:1]12[CH2:7][CH:4]([CH:5]=[CH:6]1)[CH2:3][CH:2]2[C:8]1([CH3:24])[NH:12][C:11](=[O:13])[N:10]([CH2:14][C:15](=[O:22])[C:16]2[CH:21]=[CH:20][CH:19]=[CH:18][CH:17]=2)[C:9]1=[O:23].[CH3:25]I, predict the reaction product. The product is: [C@H:1]12[CH2:7][C@H:4]([CH:5]=[CH:6]1)[CH2:3][CH:2]2[C:8]1([CH3:24])[N:12]([CH3:25])[C:11](=[O:13])[N:10]([CH2:14][C:15](=[O:22])[C:16]2[CH:17]=[CH:18][CH:19]=[CH:20][CH:21]=2)[C:9]1=[O:23]. (2) Given the reactants Cl.C1C2(CCN(C(OC(C)(C)C)=O)CC2)CNCC1.C(=O)([O-])[O-].[Cs+].[Cs+].BrCCC#C.[CH2:31]([N:35]1[CH2:40][C:39]2([CH2:45][CH2:44][N:43]([C:46]([O:48][C:49]([CH3:52])([CH3:51])[CH3:50])=[O:47])[CH2:42][CH2:41]2)[CH2:38][CH2:37][CH2:36]1)[CH2:32][C:33]#[CH:34].C(N(CC)CC)C.[CH3:60][C:61]1([CH3:68])[C:65]([CH3:67])([CH3:66])[O:64][BH:63][O:62]1, predict the reaction product. The product is: [CH3:60][C:61]1([CH3:68])[C:65]([CH3:67])([CH3:66])[O:64][B:63](/[CH:34]=[CH:33]/[CH2:32][CH2:31][N:35]2[CH2:40][C:39]3([CH2:45][CH2:44][N:43]([C:46]([O:48][C:49]([CH3:52])([CH3:51])[CH3:50])=[O:47])[CH2:42][CH2:41]3)[CH2:38][CH2:37][CH2:36]2)[O:62]1.